Dataset: Full USPTO retrosynthesis dataset with 1.9M reactions from patents (1976-2016). Task: Predict the reactants needed to synthesize the given product. (1) Given the product [CH3:1][S:2][C:3]1[C:4]2[N:11]([CH2:15][C:16]3[CH:26]=[CH:25][C:19]([C:20]([O:22][CH3:23])=[O:21])=[CH:18][CH:17]=3)[N:10]=[CH:9][C:5]=2[N:6]=[CH:7][N:8]=1.[CH3:1][S:2][C:3]1[C:4]2[C:5](=[CH:9][N:10]([CH2:15][C:16]3[CH:26]=[CH:25][C:19]([C:20]([O:22][CH3:23])=[O:21])=[CH:18][CH:17]=3)[N:11]=2)[N:6]=[CH:7][N:8]=1, predict the reactants needed to synthesize it. The reactants are: [CH3:1][S:2][C:3]1[C:4]2[NH:11][N:10]=[CH:9][C:5]=2[N:6]=[CH:7][N:8]=1.[H-].[Na+].Br[CH2:15][C:16]1[CH:26]=[CH:25][C:19]([C:20]([O:22][CH2:23]C)=[O:21])=[CH:18][CH:17]=1. (2) Given the product [F:1][C:2]1[CH:3]=[CH:4][C:5]([CH2:6][N:7]2[CH2:11][CH2:10][N:9]([C@@H:12]([C:20]([CH3:21])([CH3:22])[CH3:23])[C:13]([OH:15])=[O:14])[C:8]2=[O:24])=[CH:25][CH:26]=1, predict the reactants needed to synthesize it. The reactants are: [F:1][C:2]1[CH:26]=[CH:25][C:5]([CH2:6][N:7]2[CH2:11][CH2:10][N:9]([C@@H:12]([C:20]([CH3:23])([CH3:22])[CH3:21])[C:13]([O:15]C(C)(C)C)=[O:14])[C:8]2=[O:24])=[CH:4][CH:3]=1.FC(F)(F)C(O)=O.